This data is from Forward reaction prediction with 1.9M reactions from USPTO patents (1976-2016). The task is: Predict the product of the given reaction. (1) Given the reactants [O:1]1[C:5]2[CH:6]=[CH:7][CH:8]=[CH:9][C:4]=2[CH:3]=[C:2]1[C:10]1[C:19]([N:20]([CH2:23][CH3:24])[CH2:21][CH3:22])=[N:18][C:17]2[C:12](=[CH:13][CH:14]=[C:15]([C:25]([O:27]C)=[O:26])[CH:16]=2)[N:11]=1.[OH-].[Na+].Cl, predict the reaction product. The product is: [O:1]1[C:5]2[CH:6]=[CH:7][CH:8]=[CH:9][C:4]=2[CH:3]=[C:2]1[C:10]1[C:19]([N:20]([CH2:23][CH3:24])[CH2:21][CH3:22])=[N:18][C:17]2[C:12](=[CH:13][CH:14]=[C:15]([C:25]([OH:27])=[O:26])[CH:16]=2)[N:11]=1. (2) The product is: [CH2:1]([N:8]1[C@H:13]([CH3:14])[CH2:12][O:11][C:10]([CH2:16][CH2:17][OH:18])([CH3:15])[C:9]1=[O:19])[C:2]1[CH:3]=[CH:4][CH:5]=[CH:6][CH:7]=1. Given the reactants [CH2:1]([N:8]1[C@H:13]([CH3:14])[CH2:12][O:11][C:10]([CH2:16][CH:17]=[O:18])([CH3:15])[C:9]1=[O:19])[C:2]1[CH:7]=[CH:6][CH:5]=[CH:4][CH:3]=1.[BH4-].[Na+].O, predict the reaction product. (3) The product is: [CH:23]([Si:22]([CH:29]([CH3:31])[CH3:30])([CH:26]([CH3:28])[CH3:27])[O:1][CH2:2][CH2:3][O:4][N:5]1[C:6](=[O:15])[C:7]2[C:12](=[CH:11][CH:10]=[CH:9][CH:8]=2)[C:13]1=[O:14])([CH3:25])[CH3:24]. Given the reactants [OH:1][CH2:2][CH2:3][O:4][N:5]1[C:13](=[O:14])[C:12]2[C:7](=[CH:8][CH:9]=[CH:10][CH:11]=2)[C:6]1=[O:15].N1C=CN=C1.Cl[Si:22]([CH:29]([CH3:31])[CH3:30])([CH:26]([CH3:28])[CH3:27])[CH:23]([CH3:25])[CH3:24].Cl, predict the reaction product. (4) Given the reactants Cl.[CH3:2][NH:3][O:4][CH3:5].[Cl:6][C:7]1[CH:12]=[CH:11][CH:10]=[CH:9][C:8]=1[CH2:13][C:14]([OH:16])=O, predict the reaction product. The product is: [Cl:6][C:7]1[CH:12]=[CH:11][CH:10]=[CH:9][C:8]=1[CH2:13][C:14]([N:3]([O:4][CH3:5])[CH3:2])=[O:16]. (5) The product is: [NH2:12][CH2:13][CH2:14][NH:15][C:7](=[O:8])[C:6]1[CH:10]=[CH:11][C:3]([O:2][CH3:1])=[CH:4][CH:5]=1. Given the reactants [CH3:1][O:2][C:3]1[CH:11]=[CH:10][C:6]([C:7](Cl)=[O:8])=[CH:5][CH:4]=1.[NH2:12][CH2:13][CH2:14][NH2:15], predict the reaction product.